Dataset: Forward reaction prediction with 1.9M reactions from USPTO patents (1976-2016). Task: Predict the product of the given reaction. Given the reactants C(O)(C(F)(F)F)=O.[Br:8][C:9]1[CH:10]=[CH:11][C:12]([N:15](C(OC(C)(C)C)=O)[CH2:16][C:17]([O:19][CH3:20])=[O:18])=[N:13][CH:14]=1, predict the reaction product. The product is: [Br:8][C:9]1[CH:10]=[CH:11][C:12]([NH:15][CH2:16][C:17]([O:19][CH3:20])=[O:18])=[N:13][CH:14]=1.